From a dataset of Reaction yield outcomes from USPTO patents with 853,638 reactions. Predict the reaction yield, written as a fraction of the theoretical maximum amount of product (1.0 means a 100% yield; for example, 0.34 means a 34% yield). (1) The reactants are [C:1]([O:5][C:6]([N:8]1[C:17]2[C:12](=[CH:13][CH:14]=[C:15]([N+:18]([O-])=O)[CH:16]=2)[C:11]([CH3:22])([CH3:21])[CH2:10][CH2:9]1)=[O:7])([CH3:4])([CH3:3])[CH3:2]. The catalyst is CO.[Pd]. The product is [NH2:18][C:15]1[CH:16]=[C:17]2[C:12]([C:11]([CH3:22])([CH3:21])[CH2:10][CH2:9][N:8]2[C:6]([O:5][C:1]([CH3:4])([CH3:3])[CH3:2])=[O:7])=[CH:13][CH:14]=1. The yield is 0.950. (2) The reactants are [CH3:1][O:2][CH2:3][CH:4]([NH:6][C:7]1[C:8]([C:13]([O:15][CH2:16][CH3:17])=[O:14])=[N:9][CH:10]=[CH:11][CH:12]=1)[CH3:5].C1C(=O)N([Br:25])C(=O)C1. The catalyst is C(#N)C. The product is [Br:25][C:10]1[N:9]=[C:8]([C:13]([O:15][CH2:16][CH3:17])=[O:14])[C:7]([NH:6][CH:4]([CH3:5])[CH2:3][O:2][CH3:1])=[CH:12][CH:11]=1. The yield is 0.880. (3) The yield is 0.0900. The reactants are [F:1][C:2]1[CH:7]=[CH:6][CH:5]=[C:4]([F:8])[C:3]=1[C:9]([NH:11][C:12]1[S:13][C:14](Br)=[CH:15][N:16]=1)=[O:10].[F:18][C:19]1([F:38])[O:23][C:22]2[CH:24]=[C:25]([CH3:37])[C:26](B3OC(C)(C)C(C)(C)O3)=[CH:27][C:21]=2[O:20]1.[O-]P([O-])([O-])=O.[K+].[K+].[K+]. The catalyst is C(#N)C.O1CCOCC1.O.C(OCC)(=O)C. The product is [F:1][C:2]1[CH:7]=[CH:6][CH:5]=[C:4]([F:8])[C:3]=1[C:9]([NH:11][C:12]1[S:13][C:14]([C:26]2[C:25]([CH3:37])=[CH:24][C:22]3[O:23][C:19]([F:18])([F:38])[O:20][C:21]=3[CH:27]=2)=[CH:15][N:16]=1)=[O:10]. (4) The reactants are FC(F)(F)S(O[C:7]1[CH:12]=[CH:11][C:10]([C:13]2[N:14]=[CH:15][S:16][CH:17]=2)=[CH:9][C:8]=1[F:18])(=O)=O.C(N(CC)CC)C.[CH:28]([O:30]CCCC)=[CH2:29].Cl.C([O-])(O)=O.[Na+]. The catalyst is CN(C=O)C.C([O-])(=O)C.[Pd+2].C([O-])(=O)C.C1(P(C2C=CC=CC=2)CCCP(C2C=CC=CC=2)C2C=CC=CC=2)C=CC=CC=1. The product is [F:18][C:8]1[CH:9]=[C:10]([C:13]2[N:14]=[CH:15][S:16][CH:17]=2)[CH:11]=[CH:12][C:7]=1[C:28](=[O:30])[CH3:29]. The yield is 0.870. (5) The reactants are [NH2:1][C:2]1[CH:9]=[C:8]([C:10]([F:13])([F:12])[F:11])[C:5]([C:6]#[N:7])=[C:4]([Cl:14])[CH:3]=1.C(=O)([O-])[O-].[Ca+2].[C:20](Cl)(Cl)=[S:21].Cl. The catalyst is C(Cl)Cl.O. The product is [Cl:14][C:4]1[CH:3]=[C:2]([N:1]=[C:20]=[S:21])[CH:9]=[C:8]([C:10]([F:11])([F:12])[F:13])[C:5]=1[C:6]#[N:7]. The yield is 0.870. (6) The reactants are Br[C:2]1[CH:7]=[CH:6][CH:5]=[C:4]([CH:8](OC)[O:9]C)[C:3]=1[CH3:13].C([Li])CCC.C[O:20][B:21](OC)[O:22]C. The catalyst is CC(C)=O.Cl. The product is [CH:8]([CH:4]1[CH:5]=[CH:6][CH:7]=[CH:2][C:3]1([B:21]([OH:22])[OH:20])[CH3:13])=[O:9]. The yield is 0.380. (7) The reactants are [CH2:1]([O:8][C@@H:9]1[C@@:13]([CH2:23][OH:24])([CH2:14][O:15][CH2:16][C:17]2[CH:22]=[CH:21][CH:20]=[CH:19][CH:18]=2)[O:12][C@@H:11]([N:25]2[CH:32]=[CH:31][C:29](=[O:30])[NH:28][C:26]2=[O:27])[C@@H:10]1[OH:33])[C:2]1[CH:7]=[CH:6][CH:5]=[CH:4][CH:3]=1.[C:34]1([CH3:44])[CH:39]=[CH:38][C:37]([S:40](Cl)(=[O:42])=[O:41])=[CH:36][CH:35]=1. The catalyst is ClCCl.CN(C1C=CN=CC=1)C. The product is [CH2:1]([O:8][C@@H:9]1[C@@:13]([CH2:23][O:24][S:40]([C:37]2[CH:38]=[CH:39][C:34]([CH3:44])=[CH:35][CH:36]=2)(=[O:42])=[O:41])([CH2:14][O:15][CH2:16][C:17]2[CH:22]=[CH:21][CH:20]=[CH:19][CH:18]=2)[O:12][C@@H:11]([N:25]2[CH:32]=[CH:31][C:29](=[O:30])[NH:28][C:26]2=[O:27])[C@@H:10]1[O:33][S:40]([C:37]1[CH:38]=[CH:39][C:34]([CH3:44])=[CH:35][CH:36]=1)(=[O:42])=[O:41])[C:2]1[CH:3]=[CH:4][CH:5]=[CH:6][CH:7]=1. The yield is 0.780.